Dataset: Experimentally validated miRNA-target interactions with 360,000+ pairs, plus equal number of negative samples. Task: Binary Classification. Given a miRNA mature sequence and a target amino acid sequence, predict their likelihood of interaction. (1) The miRNA is rno-miR-140-3p with sequence UACCACAGGGUAGAACCACGG. The protein sequence of the target gene is MKETDQMQSLEGSGAERSVGTQTGSMTGQIPRLSKVNLFTLLSLWMELFPGVEAQGQKSQKTEEESRGPLGDNEELTRVSTEKKQVKKTGLVVVKNMKIIGLHCSSEDLHTGQIALIKHGSRLKNCDLYFSRKPCSACLKMIVNAGVNRISYWPSDPEISLLTEASSSEDAKLDAKAAERLKSNSRAHVCVLLQPLVCYMVQFVEETSYKCDFIQKTAKALPGADTDFYSECKQERIKEYEMLFLVSNEERHKQILMTIGLESLCEDPYFSNLRQNMKDLILLLATVASSVPNLKHFGFY.... Result: 0 (no interaction). (2) The protein sequence of the target gene is MFSWLGNDDRRKKDPEVFQTVSDGLKKLYKTKLLPLEEYYRFHEFHSPALEDADFDNKPMVLLVGQYSTGKTTFIRYLLEQDFPGMRIGPEPTTDSFIAVMQGDVEGIIPGNALVVDPKKPFRKLNAFGNAFLNRFVCAQLPNAVLESISVIDTPGILSGEKQRISRGYDFAAVLEWFAERVDRIILLFDAHKLDISDEFSEVIKALKNHEDKMRVVLNKADQIETQQLMRVYGALMWSLGKIVNTPEVIRVYIGSFWSHPLLIPDNRKLFEAEEQDLFRDIQSLPRNAALRKLNDLIKR.... Result: 0 (no interaction). The miRNA is cel-miR-248 with sequence AUACACGUGCACGGAUAACGCUCA. (3) The miRNA is mmu-miR-1839-3p with sequence AGACCUACUUAUCUACCAACAGC. The protein sequence of the target gene is MDPGQPQPQQPPQAAQPPAPQQAAPQPPGAGSGAPGGAAQPPGAGPPPAGHQIVHVRGDSETDLEALFNAVMNPKGANVPHTLPMRLRKLPDSFFKPPEPKAHSRQASTDAGTAGALTPQHVRAHSSPASLQLGAVSPGTLTPSGVVTGPGAPSSQHLRQSSFEIPDDVPLPPGWEMAKTPSGQRYFLNHIDQTTTWQDPRKAMLSQMNVTAPTSPPVQQNLMNSASAMNQRISQSAPVKQPPPLAPQSPQGGVMGGSSSNQQQQMRLQQLQMEKERLRLKHQELLRQELALRSQLPTME.... Result: 0 (no interaction). (4) The miRNA is mmu-miR-1197-3p with sequence UAGGACACAUGGUCUACUUCU. The protein sequence of the target gene is MESRGKSASSPKPDTKVPQVTTEAKVPPAADGKAPLTKPSKKEAPAEKQQPPAAPTTAPAKKTSAKADPALLNNHSNLKPAPTVPSSPDATPEPKGPGDGAEEDEAASGGPGGRGPWSCENFNPLLVAGGVAVAAIALILGVAFLVRKK. Result: 0 (no interaction). (5) The miRNA is rno-miR-485-5p with sequence AGAGGCUGGCCGUGAUGAAUUC. The protein sequence of the target gene is MPGGPGVLQALPATIFLLFLLSAVYLGPGCQALWMHKVPASLMVSLGEDAHFQCPHNSSNNANVTWWRVLHGNYTWPPEFLGPGEDPNGTLIIQNVNKSHGGIYVCRVQEGNESYQQSCGTYLRVRQPPPRPFLDMGEGTKNRIITAEGIILLFCAVVPGTLLLFRKRWQNEKLGLDAGDEYEDENLYEGLNLDDCSMYEDISRGLQGTYQDVGSLNIGDVQLEKP. Result: 0 (no interaction). (6) The miRNA is mmu-miR-3094-5p with sequence UGUUGGGGACAUUUUUAAAGC. The protein sequence of the target gene is MECPVMETGSLFTSGIKRHLKDKRISKTTKLNVSLASKIKTKILNNSSIFKISLKHNNRALAQALSREKENSRRITTEKMLLQKEVEKLNFENTFLRLKLNNLNKKLIDIEALMNNNLITAIEMSSLSEFHQSSFLLSASKKKRISKQCKLMRLPFARVPLTSNDDEDEDKEKMQCDNNIKSKTLPDIPSSGSTTQPLSTQDNSEVLFLKENNQNVYGLDDSEHISSIVDVPPRESHSHSDQSSKTSLMSEMRNAQSIGRRWEKPSPSNVTERKKRGSSWESNNLSADTPCATVLDKQHI.... Result: 0 (no interaction). (7) The miRNA is hsa-miR-4781-3p with sequence AAUGUUGGAAUCCUCGCUAGAG. The protein sequence of the target gene is MAAEDELQLPRLPELFETGRQLLDEVEVATEPAGSRIVQEKVFKGLDLLEKAAEMLSQLDLFSRNEDLEEIASTDLKYLLVPAFQGALTMKQVNPSKRLDHLQRAREHFINYLTQCHCYHVAEFELPKTMNNSAENHTANSSMAYPSLVAMASQRQAKIQRYKQKKELEHRLSAMKSAVESGQADDERVREYYLLHLQRWIDISLEEIESIDQEIKILRERDSSREASTSNSSRQERPPVKPFILTRNMAQAKVFGAGYPSLPTMTVSDWYEQHRKYGALPDQGIAKAAPEEFRKAAQQQ.... Result: 0 (no interaction). (8) The miRNA is hsa-miR-6760-5p with sequence CAGGGAGAAGGUGGAAGUGCAGA. The protein sequence of the target gene is MRPAFAVGLVFAGCCSNVIFLELLARTHPGCGNIVTFAQFLFIAVEGFLFEANLGRKPPAIPIRYYAIMVTMFFTVSVVNNYALNLNIAMPLHMIFRSGSLIANMILGIIILKKRYSMFKYTSIALVSAGIFICTFMSAKQVTVQTGLSDKDGFQAFAWWLLGIAALTFALLMSARMGIFQETLYRQFGKHSKEALFYNHALPLPGFIFLASDIYDHVVLFNKSELYQVPVIGVTMPVMWFYLLMNVVTQYVCIRGVFILTTECTSLTVTLVVTLRKFVSLIFSILYFQNQFTMWHWLGT.... Result: 0 (no interaction). (9) The miRNA is hsa-miR-3064-3p with sequence UUGCCACACUGCAACACCUUACA. The protein sequence of the target gene is MSAQSLLHSVFSCSSPASGGTASAKGFSKRKLRQTRSLDPALIGGCGSEMGAEGGLRGSTVSRLHSPQLLAEGLGSRLASSPRSQHLRATRFQTPRPLCSSFSTPSTPQEKSPSGSFHFDYEVPLSRSGLKKSMAWDLPSVLAGSGSASSRSPASILSSSGGGPNGIFSSPRRWLQQRKFQPPPNSRSHPYVVWRSEGDFTWNSMSGRSVRLRSVPIQSLSELERARLQEVAFYQLQQDCDLGCQITIPKDGQKRKKSLRKKLDSLGKEKNKDKEFIPQAFGMPLSQVIANDRAYKLKQD.... Result: 0 (no interaction).